This data is from Peptide-MHC class I binding affinity with 185,985 pairs from IEDB/IMGT. The task is: Regression. Given a peptide amino acid sequence and an MHC pseudo amino acid sequence, predict their binding affinity value. This is MHC class I binding data. The peptide sequence is RGRKPIFRK. The MHC is HLA-B27:03 with pseudo-sequence HLA-B27:03. The binding affinity (normalized) is 0.0847.